Dataset: Catalyst prediction with 721,799 reactions and 888 catalyst types from USPTO. Task: Predict which catalyst facilitates the given reaction. (1) Reactant: [F:1][C:2]1[CH:3]=[C:4]([C:13]2[CH:18]=[CH:17][C:16]([NH:19][CH2:20][CH:21]3[CH2:26][CH2:25][N:24]([CH2:27][C:28]([F:31])([CH3:30])[CH3:29])[CH2:23][CH2:22]3)=[CH:15][CH:14]=2)[CH:5]=[CH:6][C:7]=1[C:8]([O:10]CC)=[O:9].O[Li].O. Product: [F:1][C:2]1[CH:3]=[C:4]([C:13]2[CH:14]=[CH:15][C:16]([NH:19][CH2:20][CH:21]3[CH2:26][CH2:25][N:24]([CH2:27][C:28]([F:31])([CH3:29])[CH3:30])[CH2:23][CH2:22]3)=[CH:17][CH:18]=2)[CH:5]=[CH:6][C:7]=1[C:8]([OH:10])=[O:9]. The catalyst class is: 1. (2) Reactant: [Br:1][C:2]1[CH:11]=[N:10][CH:9]=[C:8]2[C:3]=1[CH:4]=[C:5]([C:12]([OH:14])=O)[CH:6]=[N:7]2.[F:15][C:16]([F:20])([F:19])[CH2:17][NH2:18].C(N(CC)CC)C. Product: [Br:1][C:2]1[CH:11]=[N:10][CH:9]=[C:8]2[C:3]=1[CH:4]=[C:5]([C:12]([NH:18][CH2:17][C:16]([F:20])([F:19])[F:15])=[O:14])[CH:6]=[N:7]2. The catalyst class is: 120. (3) Reactant: [BH4-].[Na+].[CH2:3]([N:10]1[CH2:24][CH:13]2[C:14]3[CH:15]=[C:16]([O:22][CH3:23])[CH:17]=[CH:18][C:19]=3[C:20](=[O:21])[CH:12]2[CH2:11]1)[C:4]1[CH:9]=[CH:8][CH:7]=[CH:6][CH:5]=1. Product: [CH2:3]([N:10]1[CH2:24][CH:13]2[C:14]3[CH:15]=[C:16]([O:22][CH3:23])[CH:17]=[CH:18][C:19]=3[CH:20]([OH:21])[CH:12]2[CH2:11]1)[C:4]1[CH:5]=[CH:6][CH:7]=[CH:8][CH:9]=1. The catalyst class is: 5. (4) Reactant: [OH:1][CH:2]1[C:7](=[O:8])[CH2:6][CH:5]([C:9]2[CH:14]=[CH:13][N:12]=[CH:11][C:10]=2[N+:15]([O-:17])=[O:16])[O:4][C:3]1([CH3:19])[CH3:18].[BH4-].[Na+]. Product: [CH3:18][C:3]1([CH3:19])[CH:2]([OH:1])[CH:7]([OH:8])[CH2:6][CH:5]([C:9]2[CH:14]=[CH:13][N:12]=[CH:11][C:10]=2[N+:15]([O-:17])=[O:16])[O:4]1. The catalyst class is: 653. (5) Reactant: [CH3:1][NH:2][C:3]([C:5]1[C:6]2[CH2:7][CH2:8][C:9]3([NH:18][C:19]=2[C:20]2[N:25]=[C:24]([CH3:26])[N:23]([CH3:27])[C:21]=2[CH:22]=1)[CH2:17][C:16]1[C:11](=[CH:12][CH:13]=[CH:14][CH:15]=1)[CH2:10]3)=[O:4].[ClH:28]. Product: [ClH:28].[CH3:1][NH:2][C:3]([C:5]1[C:6]2[CH2:7][CH2:8][C:9]3([NH:18][C:19]=2[C:20]2[N:25]=[C:24]([CH3:26])[N:23]([CH3:27])[C:21]=2[CH:22]=1)[CH2:17][C:16]1[C:11](=[CH:12][CH:13]=[CH:14][CH:15]=1)[CH2:10]3)=[O:4]. The catalyst class is: 5. (6) Reactant: [CH3:1][O:2][C:3]1[CH:12]=[C:11]2[C:6]([N:7]=[CH:8][C:9](=[O:17])[N:10]2[CH2:13][CH2:14][CH:15]=O)=[CH:5][CH:4]=1.[NH2:18][C@H:19]1[CH2:23][N:22]([C:24]2[CH:25]=[CH:26][C:27]3[O:28][CH2:29][C:30](=[O:34])[NH:31][C:32]=3[N:33]=2)[C:21](=[O:35])[CH2:20]1.C(OC(=O)N[C@@H]1CC(=O)NC1)(C)(C)C.C(O)(=O)C.C(O[BH-](OC(=O)C)OC(=O)C)(=O)C.[Na+].C(=O)([O-])O.[Na+]. Product: [CH3:1][O:2][C:3]1[CH:12]=[C:11]2[C:6]([N:7]=[CH:8][C:9](=[O:17])[N:10]2[CH2:13][CH2:14][CH2:15][NH:18][C@H:19]2[CH2:23][N:22]([C:24]3[CH:25]=[CH:26][C:27]4[O:28][CH2:29][C:30](=[O:34])[NH:31][C:32]=4[N:33]=3)[C:21](=[O:35])[CH2:20]2)=[CH:5][CH:4]=1. The catalyst class is: 9.